From a dataset of Full USPTO retrosynthesis dataset with 1.9M reactions from patents (1976-2016). Predict the reactants needed to synthesize the given product. Given the product [F:28][C:8]1[C:3]([CH3:2])=[CH:4][C:5]([C:9]2[CH:10]=[N:11][N:12]3[CH2:17][CH2:16][NH:15][CH2:14][C:13]=23)=[N:6][CH:7]=1, predict the reactants needed to synthesize it. The reactants are: F[C:2](F)(F)[C:3]1[CH:8]=[CH:7][N:6]=[C:5]([C:9]2[CH:10]=[N:11][N:12]3[CH2:17][CH2:16][NH:15][CH2:14][C:13]=23)[CH:4]=1.ClC1C=C(C)C([F:28])=CN=1.